This data is from TCR-epitope binding with 47,182 pairs between 192 epitopes and 23,139 TCRs. The task is: Binary Classification. Given a T-cell receptor sequence (or CDR3 region) and an epitope sequence, predict whether binding occurs between them. (1) The TCR CDR3 sequence is CASSLGDAGAYSPLHF. The epitope is FADDLNQLTGY. Result: 0 (the TCR does not bind to the epitope). (2) The epitope is RPRGEVRFL. The TCR CDR3 sequence is CASRLTGEKQETQYF. Result: 1 (the TCR binds to the epitope). (3) The epitope is IVTDFSVIK. The TCR CDR3 sequence is CASSVGGGLDTQYF. Result: 1 (the TCR binds to the epitope).